Dataset: TCR-epitope binding with 47,182 pairs between 192 epitopes and 23,139 TCRs. Task: Binary Classification. Given a T-cell receptor sequence (or CDR3 region) and an epitope sequence, predict whether binding occurs between them. (1) The epitope is TLVPQEHYV. The TCR CDR3 sequence is CASSLGLAATYEQYF. Result: 1 (the TCR binds to the epitope). (2) The TCR CDR3 sequence is CANSFDAEAFF. The epitope is SEISMDNSPNL. Result: 0 (the TCR does not bind to the epitope). (3) The epitope is TSDLATNNLVVMAY. The TCR CDR3 sequence is CATSPGTGITNQPQHF. Result: 0 (the TCR does not bind to the epitope). (4) The epitope is EHPTFTSQYRIQGKL. The TCR CDR3 sequence is CASSLGLAGGATQYF. Result: 0 (the TCR does not bind to the epitope). (5) The epitope is NLNESLIDL. The TCR CDR3 sequence is CASSLVGKADTQYF. Result: 1 (the TCR binds to the epitope). (6) The TCR CDR3 sequence is CASSQDEDGFMNTEAFF. The epitope is GILGFVFTL. Result: 1 (the TCR binds to the epitope).